Dataset: Catalyst prediction with 721,799 reactions and 888 catalyst types from USPTO. Task: Predict which catalyst facilitates the given reaction. (1) Reactant: C(N(CC)CC)C.Cl[C:9]1[CH:16]=[CH:15][C:12]([C:13]#[N:14])=[CH:11][N:10]=1.[CH3:17][C@H:18]1[CH2:23][NH:22][CH2:21][CH2:20][NH:19]1.Cl.C(N(CC)CC)C. Product: [CH3:17][C@@H:18]1[NH:19][CH2:20][CH2:21][N:22]([C:9]2[CH:16]=[CH:15][C:12]([C:13]#[N:14])=[CH:11][N:10]=2)[CH2:23]1. The catalyst class is: 173. (2) Reactant: [CH2:1]([O:3][C:4](=[O:16])[C:5]1[CH:10]=[CH:9][C:8]([NH:11][C:12](=[O:15])[CH:13]=[CH2:14])=[CH:7][CH:6]=1)[CH3:2].[NH:17]1[C:25]2[CH2:24][CH2:23][CH2:22][C:21](=[O:26])[C:20]=2[CH:19]=[CH:18]1.C(=O)([O-])[O-:28].[K+].[K+].O. Product: [CH2:1]([O:3][C:4](=[O:16])[C:5]1[CH:10]=[CH:9][C:8]([NH:11][C:12](=[O:15])[CH2:13][CH2:14][N:17]2[C:25]3[CH2:24][CH2:23][CH2:22][C:21](=[O:26])[C:20]=3[CH2:19][C:18]2=[O:28])=[CH:7][CH:6]=1)[CH3:2]. The catalyst class is: 9. (3) Reactant: [Cl:1][C:2]1[CH:10]=[C:9]2[C:5]([C:6]([C:11]3[N:12]=[C:13]4[C:19]([C:20]([NH:22][CH:23]([CH3:25])[CH3:24])=[O:21])=[CH:18][N:17]([CH2:26][O:27][CH2:28][CH2:29][Si:30]([CH3:33])([CH3:32])[CH3:31])[C:14]4=[N:15][CH:16]=3)=[N:7][NH:8]2)=[CH:4][CH:3]=1.[H-].[Na+].[CH2:36](Br)[C:37]1[CH:42]=[CH:41][CH:40]=[CH:39][CH:38]=1. Product: [CH2:36]([N:8]1[C:9]2[C:5](=[CH:4][CH:3]=[C:2]([Cl:1])[CH:10]=2)[C:6]([C:11]2[N:12]=[C:13]3[C:19]([C:20]([NH:22][CH:23]([CH3:25])[CH3:24])=[O:21])=[CH:18][N:17]([CH2:26][O:27][CH2:28][CH2:29][Si:30]([CH3:31])([CH3:33])[CH3:32])[C:14]3=[N:15][CH:16]=2)=[N:7]1)[C:37]1[CH:42]=[CH:41][CH:40]=[CH:39][CH:38]=1. The catalyst class is: 18. (4) Reactant: [C:1]([N:8]1[CH2:12][C@@H:11]([N:13]([CH:20]2[CH2:25][CH2:24][C:23]([CH3:27])([CH3:26])[CH2:22][CH2:21]2)[C:14](=[O:19])[C:15]([CH3:18])([CH3:17])[CH3:16])[CH2:10][C@@H:9]1[C:28](N(OC)C)=[O:29])([O:3][C:4]([CH3:7])([CH3:6])[CH3:5])=[O:2].[CH3:34][Mg]Br.CCOCC. Product: [C:1]([N:8]1[CH2:12][C@@H:11]([N:13]([CH:20]2[CH2:25][CH2:24][C:23]([CH3:26])([CH3:27])[CH2:22][CH2:21]2)[C:14](=[O:19])[C:15]([CH3:16])([CH3:18])[CH3:17])[CH2:10][C@@H:9]1[C:28](=[O:29])[CH3:34])([O:3][C:4]([CH3:5])([CH3:7])[CH3:6])=[O:2]. The catalyst class is: 1. (5) Reactant: Br[CH2:2][C:3]1[CH:8]=[CH:7][C:6]([CH2:9][CH2:10][C:11]2[N:12]=[C:13]([NH:26][C:27](=[O:29])[CH3:28])[S:14][C:15]=2[C:16]2[CH:21]=[CH:20][C:19]([S:22]([CH3:25])(=[O:24])=[O:23])=[CH:18][CH:17]=2)=[CH:5][CH:4]=1.[Na].O.C(O)C.C[N:36](C)C=O. Product: [NH2:36][CH2:2][C:3]1[CH:8]=[CH:7][C:6]([CH2:9][CH2:10][C:11]2[N:12]=[C:13]([NH:26][C:27](=[O:29])[CH3:28])[S:14][C:15]=2[C:16]2[CH:21]=[CH:20][C:19]([S:22]([CH3:25])(=[O:24])=[O:23])=[CH:18][CH:17]=2)=[CH:5][CH:4]=1. The catalyst class is: 209. (6) Reactant: [CH3:1][C:2]1[O:3][C:4](=[O:8])[O:5][C:6]=1[CH3:7].C(OOC(=O)C1C=CC=CC=1)(=O)C1C=CC=CC=1.[Br:27]N1C(=O)CCC1=O. Product: [Br:27][CH2:1][C:2]1[O:3][C:4](=[O:8])[O:5][C:6]=1[CH3:7]. The catalyst class is: 53.